This data is from Catalyst prediction with 721,799 reactions and 888 catalyst types from USPTO. The task is: Predict which catalyst facilitates the given reaction. (1) Reactant: [CH3:1][C:2](=[CH:4][CH2:5][CH2:6]/[C:7](=[CH:9]/[CH2:10][OH:11])/[CH3:8])[CH3:3].N1C=CC=CC=1.[Cl:18][CH2:19][C:20](Cl)=[O:21].O. Product: [Cl:18][CH2:19][C:20]([O:11][CH2:10]/[CH:9]=[C:7](\[CH3:8])/[CH2:6][CH2:5][CH:4]=[C:2]([CH3:1])[CH3:3])=[O:21]. The catalyst class is: 4. (2) The catalyst class is: 142. Product: [CH3:1][O:2][C:3]1[CH:4]=[C:5]2[C:10](=[CH:11][CH:12]=1)[CH:9]=[C:8]([C@H:13]([CH3:17])[C:14]([O:16][CH2:28][C@@:22]1([CH3:24])[CH2:21][O:20][C:19]([CH3:18])([CH3:26])[O:23]1)=[O:15])[CH:7]=[CH:6]2. Reactant: [CH3:1][O:2][C:3]1[CH:4]=[C:5]2[C:10](=[CH:11][CH:12]=1)[CH:9]=[C:8]([C@H:13]([CH3:17])[C:14]([OH:16])=[O:15])[CH:7]=[CH:6]2.[CH3:18][C:19]1([CH3:26])[O:23][C@H:22]([CH2:24]O)[CH2:21][O:20]1.Cl[CH2:28]Cl. (3) Product: [Cl:38][C:35]1[S:34][C:33]([C:31]2[O:30][N:29]=[C:28]([CH2:27][N:10]3[C:9]4[CH:8]=[CH:7][CH:6]=[C:5]([C:3]([OH:2])=[O:4])[C:13]=4[N:12]=[C:11]3[C:14](=[O:25])[NH:15][CH:16]3[CH2:17][CH2:18][N:19]([CH:22]4[CH2:23][CH2:24]4)[CH2:20][CH2:21]3)[CH:32]=2)=[CH:37][CH:36]=1.[Cl:38][C:35]1[S:34][C:33]([C:31]2[O:30][N:29]=[C:28]([CH2:27][N:12]3[C:13]4[C:5]([C:3]([OH:2])=[O:4])=[CH:6][CH:7]=[CH:8][C:9]=4[N:10]=[C:11]3[C:14](=[O:25])[NH:15][CH:16]3[CH2:17][CH2:18][N:19]([CH:22]4[CH2:23][CH2:24]4)[CH2:20][CH2:21]3)[CH:32]=2)=[CH:37][CH:36]=1. The catalyst class is: 106. Reactant: C[O:2][C:3]([C:5]1[C:13]2[N:12]=[C:11]([C:14](=[O:25])[NH:15][CH:16]3[CH2:21][CH2:20][N:19]([CH:22]4[CH2:24][CH2:23]4)[CH2:18][CH2:17]3)[NH:10][C:9]=2[CH:8]=[CH:7][CH:6]=1)=[O:4].Br[CH2:27][C:28]1[CH:32]=[C:31]([C:33]2[S:34][C:35]([Cl:38])=[CH:36][CH:37]=2)[O:30][N:29]=1.CC#N.O. (4) Reactant: [NH2:1][C:2]1[CH:18]=[CH:17][C:5]([O:6][CH2:7][CH2:8][NH:9][C:10](=[O:16])[O:11][C:12]([CH3:15])([CH3:14])[CH3:13])=[C:4]([C:19]2[N:23]([CH3:24])[N:22]=[CH:21][CH:20]=2)[CH:3]=1.[C:25](Cl)(=[O:34])[C:26]1[CH:31]=[CH:30][CH:29]=[C:28]([O:32][CH3:33])[CH:27]=1.C(N(CC)CC)C. Product: [CH3:33][O:32][C:28]1[CH:27]=[C:26]([CH:31]=[CH:30][CH:29]=1)[C:25]([NH:1][C:2]1[CH:18]=[CH:17][C:5]([O:6][CH2:7][CH2:8][NH:9][C:10](=[O:16])[O:11][C:12]([CH3:15])([CH3:13])[CH3:14])=[C:4]([C:19]2[N:23]([CH3:24])[N:22]=[CH:21][CH:20]=2)[CH:3]=1)=[O:34]. The catalyst class is: 4. (5) Reactant: [CH3:1][O:2][C:3](=[O:66])[C@@H:4]([NH:20][C:21]([CH:23]1[CH2:32][C:31]2[CH:30]=[C:29]3[O:33][CH2:34][C@H:35]([C:37]4[CH:42]=[CH:41][C:40]([O:43][CH2:44][C:45]5[CH:50]=[CH:49][C:48]([Cl:51])=[C:47]([Cl:52])[CH:46]=5)=[CH:39][CH:38]=4)[O:36][C:28]3=[CH:27][C:26]=2[CH2:25][N:24]1[S:53]([C:56]1[S:60][C:59]([NH:61][C:62](=[O:64])[CH3:63])=[N:58][C:57]=1[CH3:65])(=[O:55])=[O:54])=[O:22])[CH2:5][C:6]1[CH:11]=[CH:10][C:9]([C:12]2[CH:17]=[CH:16][C:15]([C:18]#[N:19])=[CH:14][CH:13]=2)=[CH:8][CH:7]=1.Br[CH2:68][CH:69]1[CH2:72][CH2:71][CH2:70]1.C([O-])([O-])=O.[K+].[K+]. Product: [CH3:1][O:2][C:3](=[O:66])[C@@H:4]([NH:20][C:21]([CH:23]1[CH2:32][C:31]2[CH:30]=[C:29]3[O:33][CH2:34][C@H:35]([C:37]4[CH:38]=[CH:39][C:40]([O:43][CH2:44][C:45]5[CH:50]=[CH:49][C:48]([Cl:51])=[C:47]([Cl:52])[CH:46]=5)=[CH:41][CH:42]=4)[O:36][C:28]3=[CH:27][C:26]=2[CH2:25][N:24]1[S:53]([C:56]1[S:60][C:59]([N:61]([C:62](=[O:64])[CH3:63])[CH2:68][CH:69]2[CH2:72][CH2:71][CH2:70]2)=[N:58][C:57]=1[CH3:65])(=[O:55])=[O:54])=[O:22])[CH2:5][C:6]1[CH:7]=[CH:8][C:9]([C:12]2[CH:17]=[CH:16][C:15]([C:18]#[N:19])=[CH:14][CH:13]=2)=[CH:10][CH:11]=1. The catalyst class is: 3. (6) Reactant: CCN=C=NCCCN(C)C.Cl.[NH2:13][C:14]1[N:19]=[C:18]([C:20]2[CH:28]=[CH:27][C:23]([C:24]([OH:26])=O)=[CH:22][CH:21]=2)[CH:17]=[CH:16][N:15]=1.C1C=CC2N(O)N=NC=2C=1.[CH3:39][O:40][C:41]1[CH:46]=[CH:45][C:44]([CH2:47][NH2:48])=[CH:43][CH:42]=1. Product: [NH2:13][C:14]1[N:19]=[C:18]([C:20]2[CH:21]=[CH:22][C:23]([C:24]([NH:48][CH2:47][C:44]3[CH:45]=[CH:46][C:41]([O:40][CH3:39])=[CH:42][CH:43]=3)=[O:26])=[CH:27][CH:28]=2)[CH:17]=[CH:16][N:15]=1. The catalyst class is: 31. (7) Reactant: [N:1]1[C:10]2[C:5](=[C:6]([CH2:11]O)[CH:7]=[CH:8][CH:9]=2)[CH:4]=[CH:3][CH:2]=1.S(Cl)([Cl:15])=O. Product: [ClH:15].[Cl:15][CH2:11][C:6]1[CH:7]=[CH:8][CH:9]=[C:10]2[C:5]=1[CH:4]=[CH:3][CH:2]=[N:1]2. The catalyst class is: 27. (8) Reactant: [OH:1][C:2]1[CH:3]=[C:4]([CH2:8][C:9]([OH:11])=[O:10])[CH:5]=[CH:6][CH:7]=1.C([O-])([O-])=O.[K+].[K+].[CH2:18](Br)[C:19]1[CH:24]=[CH:23][CH:22]=[CH:21][CH:20]=1. Product: [CH2:18]([O:1][C:2]1[CH:3]=[C:4]([CH2:8][C:9]([O:11][CH2:8][C:4]2[CH:5]=[CH:6][CH:7]=[CH:2][CH:3]=2)=[O:10])[CH:5]=[CH:6][CH:7]=1)[C:19]1[CH:24]=[CH:23][CH:22]=[CH:21][CH:20]=1. The catalyst class is: 3. (9) Reactant: [C:1]1([NH:7][C:8](=[O:23])[CH2:9][C:10]([NH:12][C:13]2[CH:18]=[CH:17][CH:16]=[C:15]([C:19]([F:22])([F:21])[F:20])[CH:14]=2)=[O:11])[CH:6]=[CH:5][CH:4]=[CH:3][CH:2]=1.[CH:24]([C:27]1[CH:34]=[CH:33][C:30]([CH:31]=O)=[CH:29][CH:28]=1)([CH3:26])[CH3:25].N1CCCCC1.C(O)(=O)C. Product: [CH:24]([C:27]1[CH:34]=[CH:33][C:30]([CH:31]=[C:9]([C:10]([NH:12][C:13]2[CH:18]=[CH:17][CH:16]=[C:15]([C:19]([F:21])([F:22])[F:20])[CH:14]=2)=[O:11])[C:8]([NH:7][C:1]2[CH:2]=[CH:3][CH:4]=[CH:5][CH:6]=2)=[O:23])=[CH:29][CH:28]=1)([CH3:26])[CH3:25]. The catalyst class is: 7. (10) The catalyst class is: 30. Reactant: [Br:1][C:2]1[N:7]=[C:6]([F:8])[C:5]([OH:9])=[CH:4][CH:3]=1.C(N(CC)CC)C.Cl[Si:18]([CH:25]([CH3:27])[CH3:26])([CH:22]([CH3:24])[CH3:23])[CH:19]([CH3:21])[CH3:20]. Product: [Br:1][C:2]1[N:7]=[C:6]([F:8])[C:5]([O:9][Si:18]([CH:25]([CH3:27])[CH3:26])([CH:22]([CH3:24])[CH3:23])[CH:19]([CH3:21])[CH3:20])=[CH:4][CH:3]=1.